Dataset: Full USPTO retrosynthesis dataset with 1.9M reactions from patents (1976-2016). Task: Predict the reactants needed to synthesize the given product. (1) The reactants are: [CH2:1]([O:4][C:5]1[CH:13]=[CH:12][C:8]2[O:9][CH2:10][O:11][C:7]=2[C:6]=1[C:14]1[C:15]2[NH:22][CH:21]=[C:20]([C:23](O)=[O:24])[C:16]=2[N:17]=[CH:18][N:19]=1)[CH2:2][CH3:3].[C:26]([O:30][C:31]([N:33]1[CH2:37][CH2:36][C@@H:35]([NH2:38])[CH2:34]1)=[O:32])([CH3:29])([CH3:28])[CH3:27]. Given the product [C:26]([O:30][C:31]([N:33]1[CH2:37][CH2:36][C@@H:35]([NH:38][C:23]([C:20]2[C:16]3[N:17]=[CH:18][N:19]=[C:14]([C:6]4[C:7]5[O:11][CH2:10][O:9][C:8]=5[CH:12]=[CH:13][C:5]=4[O:4][CH2:1][CH2:2][CH3:3])[C:15]=3[NH:22][CH:21]=2)=[O:24])[CH2:34]1)=[O:32])([CH3:29])([CH3:27])[CH3:28], predict the reactants needed to synthesize it. (2) Given the product [OH:27][CH:5]([CH2:6][CH2:7][NH:8][C:9]([CH:11]1[C:16]([CH3:18])([CH3:17])[CH2:15][O:14][C@@H:13]([C:19]2[CH:24]=[CH:23][C:22]([O:25][CH3:26])=[CH:21][CH:20]=2)[O:12]1)=[O:10])[C:4]([OH:28])=[O:3], predict the reactants needed to synthesize it. The reactants are: C([O:3][C:4](=[O:28])[CH:5]([OH:27])[CH2:6][CH2:7][NH:8][C:9]([CH:11]1[C:16]([CH3:18])([CH3:17])[CH2:15][O:14][C@@H:13]([C:19]2[CH:24]=[CH:23][C:22]([O:25][CH3:26])=[CH:21][CH:20]=2)[O:12]1)=[O:10])C.O[Li].O. (3) Given the product [NH2:1][C:2]1[CH:7]=[C:6]([CH:5]=[C:4]([N:10]2[CH2:15][CH2:14][C@@H:13]([NH:16][CH3:17])[C@H:12]([O:25][Si:26]([C:29]([CH3:32])([CH3:31])[CH3:30])([CH3:28])[CH3:27])[CH2:11]2)[C:3]=1[Cl:33])[C:8]#[N:9], predict the reactants needed to synthesize it. The reactants are: [NH2:1][C:2]1[C:3]([Cl:33])=[C:4]([N:10]2[CH2:15][CH2:14][C@@H:13]([N:16](C)[C:17](=O)OC(C)(C)C)[C@H:12]([O:25][Si:26]([C:29]([CH3:32])([CH3:31])[CH3:30])([CH3:28])[CH3:27])[CH2:11]2)[CH:5]=[C:6]([C:8]#[N:9])[CH:7]=1.C(O)(C(F)(F)F)=O. (4) Given the product [Cl:1][C:2]1[CH:3]=[C:4]([OH:21])[C:5]([NH:8][S:31]([CH2:30][C:24]2[C:23]([Cl:22])=[CH:28][CH:27]=[CH:26][C:25]=2[Cl:29])(=[O:33])=[O:32])=[N:6][CH:7]=1, predict the reactants needed to synthesize it. The reactants are: [Cl:1][C:2]1[CH:3]=[C:4]([OH:21])[C:5]([NH:8]S(CC2C=C(Cl)C=C(Cl)C=2)(=O)=O)=[N:6][CH:7]=1.[Cl:22][C:23]1[CH:28]=[CH:27][CH:26]=[C:25]([Cl:29])[C:24]=1[CH2:30][S:31](Cl)(=[O:33])=[O:32].ClC1C=C(CS(Cl)(=O)=O)C=C(Cl)C=1. (5) Given the product [C:4]1([C:19]2[CH:18]=[CH:17][CH:22]=[CH:21][CH:20]=2)[CH:9]=[CH:8][CH:7]=[CH:6][CH:5]=1, predict the reactants needed to synthesize it. The reactants are: [N+]([C:4]1[CH:9]=[CH:8][CH:7]=[CH:6][C:5]=1I)([O-])=O.C([O-])([O-])=O.[K+].[K+].[CH3:17][CH2:18][CH2:19][CH2:20][CH2:21][CH3:22].C(OCC)(=O)C. (6) Given the product [S:1]1[C:5]2[CH:6]=[CH:7][CH:8]=[CH:9][C:4]=2[C:3]([CH2:10][CH2:11][N:31]2[CH2:32][CH:34]=[C:37]([C:21]3[C:22]4[C:27](=[CH:26][CH:25]=[CH:24][CH:23]=4)[NH:19][CH:20]=3)[CH2:36][CH2:35]2)=[CH:2]1, predict the reactants needed to synthesize it. The reactants are: [S:1]1[C:5]2[CH:6]=[CH:7][CH:8]=[CH:9][C:4]=2[C:3]([CH2:10][CH2:11]I)=[CH:2]1.N1CC=C([N:19]2[C:27]3[C:22](=[CH:23][CH:24]=[CH:25][CH:26]=3)[CH:21]=[CH:20]2)CC1.C([N:31]([CH2:35][CH3:36])[CH:32]([CH3:34])C)(C)C.[CH3:37]S(C)=O.